Dataset: Forward reaction prediction with 1.9M reactions from USPTO patents (1976-2016). Task: Predict the product of the given reaction. (1) The product is: [N:1]1([CH2:10][CH2:11][N:12]2[CH2:17][CH2:16][O:15][C@H:14]([CH2:18][O:19][C:26]3[CH:25]=[CH:24][CH:23]=[C:22]([O:21][CH3:20])[CH:27]=3)[CH2:13]2)[C:9]2[C:4](=[CH:5][CH:6]=[CH:7][CH:8]=2)[CH2:3][CH2:2]1. Given the reactants [N:1]1([CH2:10][CH2:11][N:12]2[CH2:17][CH2:16][O:15][C@H:14]([CH2:18][OH:19])[CH2:13]2)[C:9]2[C:4](=[CH:5][CH:6]=[CH:7][CH:8]=2)[CH2:3][CH2:2]1.[CH3:20][O:21][C:22]1[CH:23]=[C:24](O)[CH:25]=[CH:26][CH:27]=1.C1(P(C2C=CC=CC=2)C2C=CC=CC=2)C=CC=CC=1.CCOC(/N=N/C(OCC)=O)=O, predict the reaction product. (2) Given the reactants [CH3:1][C:2]1[N:6]=[C:5]([CH3:7])[S:4][C:3]=1/[CH:8]=[CH:9]/[C:10](N(C)C)=O.[N+]([O-])(O)=O.[NH:19]([C:23]1[CH:24]=[C:25]([CH:31]=[CH:32][CH:33]=1)[CH2:26][NH:27][C:28](=[O:30])[CH3:29])[C:20]([NH2:22])=[NH:21], predict the reaction product. The product is: [CH3:7][C:5]1[S:4][C:3]([C:8]2[CH:9]=[CH:10][N:22]=[C:20]([NH:19][C:23]3[CH:24]=[C:25]([CH:31]=[CH:32][CH:33]=3)[CH2:26][NH:27][C:28](=[O:30])[CH3:29])[N:21]=2)=[C:2]([CH3:1])[N:6]=1. (3) Given the reactants [Cl:1][C:2]1[CH:3]=[CH:4][C:5]([O:35][CH3:36])=[C:6]([CH:34]=1)[CH2:7][CH:8]1[C:14](=[O:15])[N:13]([C:16]([NH:18][CH:19]([CH2:31][CH3:32])[C:20]([NH:22][CH2:23][C:24]([O:26]C(C)(C)C)=[O:25])=[O:21])=[O:17])[CH2:12][C:11](=[O:33])[NH:10][CH2:9]1.Cl.C(O)(=O)C, predict the reaction product. The product is: [Cl:1][C:2]1[CH:3]=[CH:4][C:5]([O:35][CH3:36])=[C:6]([CH:34]=1)[CH2:7][CH:8]1[C:14](=[O:15])[N:13]([C:16]([NH:18][CH:19]([CH2:31][CH3:32])[C:20]([NH:22][CH2:23][C:24]([OH:26])=[O:25])=[O:21])=[O:17])[CH2:12][C:11](=[O:33])[NH:10][CH2:9]1. (4) Given the reactants BrC1C=C2C(=CC=1)N=CN=[C:5]2[C:12]1[CH:13]=[C:14]([C:18]([N:20]2[CH2:25][CH2:24][N:23]([CH3:26])[CH2:22][CH2:21]2)=[O:19])[CH:15]=[CH:16][CH:17]=1.[CH3:27][O:28][C:29]1[N:34]=[CH:33][C:32](B(O)O)=[CH:31][N:30]=1.CO[CH2:40][CH2:41]OC.C([O-])([O-])=O.[Na+].[Na+], predict the reaction product. The product is: [CH3:27][O:28][C:29]1[N:34]=[CH:33][C:32]([C:41]2[CH:40]=[C:5]3[C:12]([CH:17]=[CH:16][CH:15]=[C:5]3[C:12]3[CH:13]=[C:14]([C:18]([N:20]4[CH2:21][CH2:22][N:23]([CH3:26])[CH2:24][CH2:25]4)=[O:19])[CH:15]=[CH:16][CH:17]=3)=[CH:13][CH:14]=2)=[CH:31][N:30]=1. (5) Given the reactants [CH2:1]([OH:9])[CH2:2][CH2:3][CH2:4][CH2:5][CH2:6][CH:7]=[CH2:8].[H-].[Na+].[CH3:12][O:13][C:14]1[CH:21]=[CH:20][C:17]([CH2:18]Cl)=[CH:16][CH:15]=1, predict the reaction product. The product is: [CH3:12][O:13][C:14]1[CH:21]=[CH:20][C:17]([CH2:18][O:9][CH2:1][CH2:2][CH2:3][CH2:4][CH2:5][CH2:6][CH:7]=[CH2:8])=[CH:16][CH:15]=1.